The task is: Predict the reactants needed to synthesize the given product.. This data is from Full USPTO retrosynthesis dataset with 1.9M reactions from patents (1976-2016). (1) The reactants are: Br[C:2]1[CH:3]=[C:4]([NH:9][S:10]([C:13]2[CH:18]=[CH:17][C:16]([F:19])=[CH:15][C:14]=2[F:20])(=[O:12])=[O:11])[C:5]([Cl:8])=[N:6][CH:7]=1.C([O-])(=O)C.[K+].[B:26]1([B:26]2[O:30][C:29]([CH3:32])([CH3:31])[C:28]([CH3:34])([CH3:33])[O:27]2)[O:30][C:29]([CH3:32])([CH3:31])[C:28]([CH3:34])([CH3:33])[O:27]1. Given the product [Cl:8][C:5]1[C:4]([NH:9][S:10]([C:13]2[CH:18]=[CH:17][C:16]([F:19])=[CH:15][C:14]=2[F:20])(=[O:12])=[O:11])=[CH:3][C:2]([B:26]2[O:30][C:29]([CH3:32])([CH3:31])[C:28]([CH3:34])([CH3:33])[O:27]2)=[CH:7][N:6]=1, predict the reactants needed to synthesize it. (2) The reactants are: [OH:1]O.[OH-].[Na+].[NH2:5][C:6]1[CH:7]=[CH:8][C:9]([C:12]#[N:13])=[N:10][CH:11]=1. Given the product [NH2:5][C:6]1[CH:7]=[CH:8][C:9]([C:12]([NH2:13])=[O:1])=[N:10][CH:11]=1, predict the reactants needed to synthesize it. (3) Given the product [NH2:3][CH:4]([C:15]1[CH:20]=[CH:19][C:18]([F:21])=[C:17]([O:22][C:23]2[CH:24]=[CH:25][CH:26]=[CH:27][CH:28]=2)[C:16]=1[F:29])[CH2:5][CH2:6][OH:7], predict the reactants needed to synthesize it. The reactants are: Cl.Cl.[NH2:3][CH:4]([C:15]1[CH:20]=[CH:19][C:18]([F:21])=[C:17]([O:22][C:23]2[CH:28]=[CH:27][CH:26]=[CH:25][CH:24]=2)[C:16]=1[F:29])[CH2:5][C:6](NC1C=CN=CC=1)=[O:7].[H-].[Al+3].[Li+].[H-].[H-].[H-].O.[OH-].[Na+]. (4) Given the product [ClH:35].[NH2:1][C:2]([C@@H:4]([NH:9][C:10]([N:12]1[C:16]2[CH:17]=[CH:18][CH:19]=[CH:20][C:15]=2[N:14]([CH2:21][CH2:22][C:23]([NH2:26])([CH3:25])[CH3:24])[C:13]1=[O:34])=[O:11])[C:5]([CH3:7])([CH3:8])[CH3:6])=[O:3], predict the reactants needed to synthesize it. The reactants are: [NH2:1][C:2]([C@@H:4]([NH:9][C:10]([N:12]1[C:16]2[CH:17]=[CH:18][CH:19]=[CH:20][C:15]=2[N:14]([CH2:21][CH2:22][C:23]([NH:26]C(=O)OC(C)(C)C)([CH3:25])[CH3:24])[C:13]1=[O:34])=[O:11])[C:5]([CH3:8])([CH3:7])[CH3:6])=[O:3].[ClH:35].CO.